From a dataset of Catalyst prediction with 721,799 reactions and 888 catalyst types from USPTO. Predict which catalyst facilitates the given reaction. (1) Reactant: Cl[C:2]1[CH:7]=[C:6]([C:8]([C:10]2[CH:15]=[C:14]([Br:16])[CH:13]=[C:12]([Br:17])[CH:11]=2)=[O:9])[CH:5]=[CH:4][N:3]=1.[NH:18]1[CH2:23][CH2:22][O:21][CH2:20][CH2:19]1. Product: [Br:17][C:12]1[CH:11]=[C:10]([C:8]([C:6]2[CH:5]=[CH:4][N:3]=[C:2]([N:18]3[CH2:23][CH2:22][O:21][CH2:20][CH2:19]3)[CH:7]=2)=[O:9])[CH:15]=[C:14]([Br:16])[CH:13]=1. The catalyst class is: 12. (2) Reactant: [C:1]([O:5][C:6](=[O:13])[NH:7][CH2:8][CH:9]([OH:12])CO)([CH3:4])([CH3:3])[CH3:2].I([O-])(=O)(=O)=O.[Na+]. Product: [C:1]([O:5][C:6](=[O:13])[NH:7][CH2:8][CH:9]=[O:12])([CH3:4])([CH3:2])[CH3:3]. The catalyst class is: 6.